The task is: Predict which catalyst facilitates the given reaction.. This data is from Catalyst prediction with 721,799 reactions and 888 catalyst types from USPTO. The catalyst class is: 9. Reactant: [H-].[Na+].[S:3]1[CH:7]=[CH:6][C:5]([N:8]2[CH2:12][CH2:11][C@H:10]([CH2:13][OH:14])[CH2:9]2)=[CH:4]1.Cl[C:16]1[N:21]([CH3:22])[C:20](=[O:23])[CH:19]=[C:18]([C:24]2[CH:29]=[CH:28][N:27]=[CH:26][C:25]=2[F:30])[N:17]=1. Product: [F:30][C:25]1[CH:26]=[N:27][CH:28]=[CH:29][C:24]=1[C:18]1[N:17]=[C:16]([O:14][CH2:13][C@H:10]2[CH2:11][CH2:12][N:8]([C:5]3[CH:6]=[CH:7][S:3][CH:4]=3)[CH2:9]2)[N:21]([CH3:22])[C:20](=[O:23])[CH:19]=1.